This data is from Peptide-MHC class I binding affinity with 185,985 pairs from IEDB/IMGT. The task is: Regression. Given a peptide amino acid sequence and an MHC pseudo amino acid sequence, predict their binding affinity value. This is MHC class I binding data. (1) The peptide sequence is LMMSSPPPI. The MHC is HLA-A02:16 with pseudo-sequence HLA-A02:16. The binding affinity (normalized) is 1.00. (2) The peptide sequence is YNAKRIETV. The MHC is HLA-B39:01 with pseudo-sequence HLA-B39:01. The binding affinity (normalized) is 0.0847. (3) The peptide sequence is TLKQRLTNL. The MHC is HLA-A02:01 with pseudo-sequence HLA-A02:01. The binding affinity (normalized) is 0.331. (4) The peptide sequence is TPEGIIPSM. The MHC is HLA-B53:01 with pseudo-sequence HLA-B53:01. The binding affinity (normalized) is 0.489. (5) The binding affinity (normalized) is 0.487. The MHC is BoLA-D18.4 with pseudo-sequence BoLA-D18.4. The peptide sequence is ASYQFQLPY.